Dataset: Forward reaction prediction with 1.9M reactions from USPTO patents (1976-2016). Task: Predict the product of the given reaction. (1) Given the reactants [CH3:1][C:2]1[O:6][N:5]=[C:4]([C:7]2[CH:12]=[CH:11][CH:10]=[CH:9][CH:8]=2)[C:3]=1[CH2:13][O:14][C:15]1[CH:23]=[CH:22][C:18]([C:19]([OH:21])=O)=[CH:17][N:16]=1.[NH2:24][C:25]1([C:28]#[N:29])[CH2:27][CH2:26]1, predict the reaction product. The product is: [C:28]([C:25]1([NH:24][C:19](=[O:21])[C:18]2[CH:22]=[CH:23][C:15]([O:14][CH2:13][C:3]3[C:4]([C:7]4[CH:8]=[CH:9][CH:10]=[CH:11][CH:12]=4)=[N:5][O:6][C:2]=3[CH3:1])=[N:16][CH:17]=2)[CH2:27][CH2:26]1)#[N:29]. (2) Given the reactants [NH2:1][C:2]1[N:6]([CH3:7])[N:5]=[CH:4][C:3]=1[N:8]=O.[S:10](=[O:14])(=[O:13])([OH:12])[OH:11], predict the reaction product. The product is: [S:10](=[O:12])(=[O:11])([OH:14])[OH:13].[NH2:8][C:3]1[CH:4]=[N:5][N:6]([CH3:7])[C:2]=1[NH2:1]. (3) Given the reactants [Br:1][C:2]1[CH:3]=[N:4][C:5]([NH:8][CH2:9][CH2:10][CH2:11][O:12][C:13]2[CH:14]=[C:15]3[C:19](=[CH:20][CH:21]=2)[C@H:18]([CH2:22][C:23]([O:25][CH2:26][CH3:27])=[O:24])[CH2:17][CH2:16]3)=[N:6][CH:7]=1.[H-].[Na+].[NH4+].[Cl-].[CH3:32]N(C=O)C, predict the reaction product. The product is: [Br:1][C:2]1[CH:7]=[N:6][C:5]([N:8]([CH3:32])[CH2:9][CH2:10][CH2:11][O:12][C:13]2[CH:14]=[C:15]3[C:19](=[CH:20][CH:21]=2)[C@H:18]([CH2:22][C:23]([O:25][CH2:26][CH3:27])=[O:24])[CH2:17][CH2:16]3)=[N:4][CH:3]=1. (4) Given the reactants [CH2:1]([N:3]([CH:16]1[CH2:21][CH2:20][CH2:19][C:18](=[O:22])[CH2:17]1)[C:4]1[CH:11]=[CH:10][C:7]([C:8]#[N:9])=[C:6]([C:12]([F:15])([F:14])[F:13])[CH:5]=1)[CH3:2].C[Si]([N-][Si](C)(C)C)(C)C.[Li+].C1C=CC(N([S:40]([C:43]([F:46])([F:45])[F:44])(=[O:42])=[O:41])[S:40]([C:43]([F:46])([F:45])[F:44])(=[O:42])=[O:41])=CC=1, predict the reaction product. The product is: [F:44][C:43]([F:46])([F:45])[S:40]([O:22][C:18]1[CH2:19][CH2:20][CH2:21][CH:16]([N:3]([C:4]2[CH:11]=[CH:10][C:7]([C:8]#[N:9])=[C:6]([C:12]([F:13])([F:14])[F:15])[CH:5]=2)[CH2:1][CH3:2])[CH:17]=1)(=[O:42])=[O:41]. (5) Given the reactants [C:1]([O:5][C:6](=[O:20])[NH:7][CH:8]([C:12]1[CH:17]=[CH:16][CH:15]=[C:14]([CH3:18])[C:13]=1[CH3:19])[CH2:9][C:10]#[CH:11])([CH3:4])([CH3:3])[CH3:2].I[C:22]1[CH:23]=[C:24]([CH3:28])[CH:25]=[CH:26][CH:27]=1.C(NCC)C, predict the reaction product. The product is: [C:1]([O:5][C:6](=[O:20])[NH:7][CH:8]([C:12]1[CH:17]=[CH:16][CH:15]=[C:14]([CH3:18])[C:13]=1[CH3:19])[CH2:9][C:10]#[C:11][C:22]1[CH:23]=[C:24]([CH3:28])[CH:25]=[CH:26][CH:27]=1)([CH3:2])([CH3:4])[CH3:3]. (6) Given the reactants [CH3:1][N:2]([CH3:19])[CH2:3][CH2:4][N:5]1[CH2:11][CH2:10][CH2:9][C:8]2[NH:12][C:13]([CH:16]=O)=[C:14]([CH3:15])[C:7]=2[C:6]1=[O:18].[F:20][C:21]1[CH:22]=[C:23]2[C:27](=[CH:28][CH:29]=1)[NH:26][C:25](=[O:30])[CH2:24]2, predict the reaction product. The product is: [CH3:1][N:2]([CH3:19])[CH2:3][CH2:4][N:5]1[CH2:11][CH2:10][CH2:9][C:8]2[NH:12][C:13](/[CH:16]=[C:24]3\[C:25](=[O:30])[NH:26][C:27]4[C:23]\3=[CH:22][C:21]([F:20])=[CH:29][CH:28]=4)=[C:14]([CH3:15])[C:7]=2[C:6]1=[O:18]. (7) Given the reactants [Cl:1][C:2]1[CH:7]=[C:6]([Cl:8])[CH:5]=[CH:4][C:3]=1[C:9]1[C:17]2[O:16][CH:15]([CH2:18][NH2:19])[CH2:14][C:13]=2[CH:12]=[CH:11][CH:10]=1.C(N(C(C)C)CC)(C)C.Cl[C:30]([O:32][CH2:33][C:34]1[CH:39]=[CH:38][CH:37]=[CH:36][CH:35]=1)=[O:31], predict the reaction product. The product is: [CH2:33]([O:32][C:30](=[O:31])[NH:19][CH2:18][CH:15]1[CH2:14][C:13]2[CH:12]=[CH:11][CH:10]=[C:9]([C:3]3[CH:4]=[CH:5][C:6]([Cl:8])=[CH:7][C:2]=3[Cl:1])[C:17]=2[O:16]1)[C:34]1[CH:39]=[CH:38][CH:37]=[CH:36][CH:35]=1. (8) Given the reactants [Br:1][CH2:2][CH2:3][CH2:4][CH2:5][C:6](Cl)=[O:7].[I:9][C:10]1[CH:16]=[CH:15][C:13]([NH2:14])=[CH:12][CH:11]=1.CCN(C(C)C)C(C)C, predict the reaction product. The product is: [Br:1][CH2:2][CH2:3][CH2:4][CH2:5][C:6]([NH:14][C:13]1[CH:15]=[CH:16][C:10]([I:9])=[CH:11][CH:12]=1)=[O:7].